From a dataset of Forward reaction prediction with 1.9M reactions from USPTO patents (1976-2016). Predict the product of the given reaction. (1) Given the reactants [Br:1][C:2]1[CH:3]=[C:4]([NH2:8])[CH:5]=[N:6][CH:7]=1.[F:9][C:10]1[CH:15]=[CH:14][C:13]([S:16](Cl)(=[O:18])=[O:17])=[CH:12][CH:11]=1.C(#N)C.O, predict the reaction product. The product is: [Br:1][C:2]1[CH:3]=[C:4]([NH:8][S:16]([C:13]2[CH:14]=[CH:15][C:10]([F:9])=[CH:11][CH:12]=2)(=[O:18])=[O:17])[CH:5]=[N:6][CH:7]=1. (2) Given the reactants [CH:1]([O:4][C:5]([N:7]1[CH2:12][CH2:11][CH:10]([CH:13]2[CH2:17][C:16]3[CH:18]=[C:19](Br)[CH:20]=[CH:21][C:15]=3[O:14]2)[CH2:9][CH2:8]1)=[O:6])([CH3:3])[CH3:2].C([O:25][C:26]([CH2:28][C:29]1[CH:34]=[CH:33][C:32](B(O)O)=[CH:31][CH:30]=1)=[O:27])C, predict the reaction product. The product is: [CH:1]([O:4][C:5]([N:7]1[CH2:12][CH2:11][CH:10]([CH:13]2[CH2:17][C:16]3[CH:18]=[C:19]([C:32]4[CH:33]=[CH:34][C:29]([CH2:28][C:26]([OH:27])=[O:25])=[CH:30][CH:31]=4)[CH:20]=[CH:21][C:15]=3[O:14]2)[CH2:9][CH2:8]1)=[O:6])([CH3:3])[CH3:2]. (3) Given the reactants C(=O)([O-])[O-].[K+].[K+].[F:7][C:8]1[CH:9]=[CH:10][C:11]2[N:12]([CH:24]=1)[C:13](=[O:23])[CH:14]=[C:15]([C:17]#[C:18][Si](C)(C)C)[N:16]=2, predict the reaction product. The product is: [C:17]([C:15]1[N:16]=[C:11]2[CH:10]=[CH:9][C:8]([F:7])=[CH:24][N:12]2[C:13](=[O:23])[CH:14]=1)#[CH:18]. (4) Given the reactants O.C(=O)([O-])[O-].[K+].[K+].[NH2:8][C:9]1[CH:14]=[CH:13][C:12]([C:15]2[C:16]([NH2:22])=[N:17][CH:18]=[C:19](Br)[CH:20]=2)=[CH:11][CH:10]=1.[CH3:23][N:24]1[CH:28]=[C:27](B2OC(C)(C)C(C)(C)O2)[CH:26]=[N:25]1, predict the reaction product. The product is: [NH2:8][C:9]1[CH:14]=[CH:13][C:12]([C:15]2[C:16]([NH2:22])=[N:17][CH:18]=[C:19]([C:27]3[CH:26]=[N:25][N:24]([CH3:23])[CH:28]=3)[CH:20]=2)=[CH:11][CH:10]=1. (5) Given the reactants [CH3:1][S-:2].[Na+].[BH4-].[Na+].Cl[CH2:7][C:8]1[CH:29]=[CH:28][C:11]([C:12]([N:14]2[CH2:19][CH2:18][CH:17]([C:20]3[CH:27]=[CH:26][C:23]([C:24]#[N:25])=[CH:22][CH:21]=3)[CH2:16][CH2:15]2)=[O:13])=[CH:10][C:9]=1[N+:30]([O-:32])=[O:31], predict the reaction product. The product is: [CH3:1][S:2][CH2:7][C:8]1[CH:29]=[CH:28][C:11]([C:12]([N:14]2[CH2:19][CH2:18][CH:17]([C:20]3[CH:27]=[CH:26][C:23]([C:24]#[N:25])=[CH:22][CH:21]=3)[CH2:16][CH2:15]2)=[O:13])=[CH:10][C:9]=1[N+:30]([O-:32])=[O:31]. (6) The product is: [Cl:1][C:2]1[CH:3]=[CH:4][C:5]([CH:8]2[CH2:9][CH2:10][NH:23][C:11](=[O:25])[C:12]3[S:16][C:15]([C:17]4[CH:22]=[CH:21][N:20]=[CH:19][CH:18]=4)=[CH:14][C:13]2=3)=[CH:6][CH:7]=1. Given the reactants [Cl:1][C:2]1[CH:7]=[CH:6][C:5]([CH:8]2[C:13]3[CH:14]=[C:15]([C:17]4[CH:22]=[CH:21][N:20]=[CH:19][CH:18]=4)[S:16][C:12]=3[C:11](=[N:23]O)[CH2:10][CH2:9]2)=[CH:4][CH:3]=1.[OH-:25].[Na+], predict the reaction product.